From a dataset of Reaction yield outcomes from USPTO patents with 853,638 reactions. Predict the reaction yield, written as a fraction of the theoretical maximum amount of product (1.0 means a 100% yield; for example, 0.34 means a 34% yield). The reactants are C([N:5]([CH2:34][CH2:35][C:36]([O:38]C(C)(C)C)=[O:37])[C:6](=[O:33])[C:7]1[CH:12]=[CH:11][C:10]([CH:13]([O:17][C:18]2[CH:23]=[CH:22][C:21]([N:24]3[CH:28]=[C:27]([C:29]([F:32])([F:31])[F:30])[CH:26]=[N:25]3)=[CH:20][CH:19]=2)[CH:14]([CH3:16])[CH3:15])=[CH:9][CH:8]=1)(C)(C)C.FC(F)(F)C(O)=O. The catalyst is ClCCl. The product is [CH3:15][CH:14]([CH3:16])[CH:13]([C:10]1[CH:11]=[CH:12][C:7]([C:6]([NH:5][CH2:34][CH2:35][C:36]([OH:38])=[O:37])=[O:33])=[CH:8][CH:9]=1)[O:17][C:18]1[CH:19]=[CH:20][C:21]([N:24]2[CH:28]=[C:27]([C:29]([F:30])([F:32])[F:31])[CH:26]=[N:25]2)=[CH:22][CH:23]=1. The yield is 0.240.